Dataset: Forward reaction prediction with 1.9M reactions from USPTO patents (1976-2016). Task: Predict the product of the given reaction. (1) Given the reactants C[O:2][C:3]([C:5]1[N:6]([CH2:33][C:34]([N:36]2[CH2:41][CH2:40][O:39][CH2:38][CH2:37]2)=[O:35])[C:7]([C:16]2[CH:17]=[C:18]3[C:23](=[CH:24][CH:25]=2)[N:22]=[C:21]([C:26]2[S:30][C:29]([CH3:31])=[N:28][C:27]=2[CH3:32])[CH:20]=[CH:19]3)=[C:8]([CH:10]2[CH2:15][CH2:14][CH2:13][CH2:12][CH2:11]2)[CH:9]=1)=[O:4].[OH-].[Na+], predict the reaction product. The product is: [CH:10]1([C:8]2[CH:9]=[C:5]([C:3]([OH:4])=[O:2])[N:6]([CH2:33][C:34]([N:36]3[CH2:37][CH2:38][O:39][CH2:40][CH2:41]3)=[O:35])[C:7]=2[C:16]2[CH:17]=[C:18]3[C:23](=[CH:24][CH:25]=2)[N:22]=[C:21]([C:26]2[S:30][C:29]([CH3:31])=[N:28][C:27]=2[CH3:32])[CH:20]=[CH:19]3)[CH2:15][CH2:14][CH2:13][CH2:12][CH2:11]1. (2) Given the reactants [CH3:1][C@H:2]1[N:7]([CH2:8][C:9]([F:12])([F:11])[F:10])[C:6](=[O:13])[CH:5]([NH:14]C(=O)OC(C)(C)C)[CH2:4][C@H:3]1[C:22]1[C:27]([F:28])=[CH:26][CH:25]=[C:24]([F:29])[C:23]=1[F:30].C1(C)C=CC(S(=O)=O)=CC=1.C([O-])([O-])=O.[K+].[K+].[C:47]([NH:50][C@H:51]([C:59]([OH:61])=[O:60])[CH2:52][C:53]1[CH:58]=[CH:57][CH:56]=[CH:55][CH:54]=1)(=[O:49])[CH3:48], predict the reaction product. The product is: [C:47]([NH:50][C@@H:51]([CH2:52][C:53]1[CH:58]=[CH:57][CH:56]=[CH:55][CH:54]=1)[C:59]([O-:61])=[O:60])(=[O:49])[CH3:48].[CH3:1][C@H:2]1[N:7]([CH2:8][C:9]([F:10])([F:12])[F:11])[C:6](=[O:13])[C@@H:5]([NH3+:14])[CH2:4][C@H:3]1[C:22]1[C:27]([F:28])=[CH:26][CH:25]=[C:24]([F:29])[C:23]=1[F:30]. (3) Given the reactants [CH3:1][O:2][C:3]1[C:12]2[N:11]([CH2:13][C:14]3[CH:19]=[CH:18][C:17]([C:20]([O:22][CH3:23])=[O:21])=[CH:16][CH:15]=3)[C:10](=[O:24])[CH2:9][CH2:8][C:7]=2[C:6]([CH:25]=O)=[CH:5][CH:4]=1.[S:27]1[CH2:31][C:30](=[O:32])[NH:29][C:28]1=[O:33], predict the reaction product. The product is: [CH3:1][O:2][C:3]1[CH:4]=[CH:5][C:6]([CH:25]=[C:31]2[S:27][C:28](=[O:33])[NH:29][C:30]2=[O:32])=[C:7]2[C:12]=1[N:11]([CH2:13][C:14]1[CH:19]=[CH:18][C:17]([C:20]([O:22][CH3:23])=[O:21])=[CH:16][CH:15]=1)[C:10](=[O:24])[CH2:9][CH2:8]2. (4) Given the reactants Br[C:2]1[CH:7]=[CH:6][C:5]([S:8][C:9]2[N:13]([CH2:14][O:15][CH2:16][CH2:17][Si:18]([CH3:21])([CH3:20])[CH3:19])[N:12]=[N:11][CH:10]=2)=[CH:4][CH:3]=1.[B:22]1([B:22]2[O:26][C:25]([CH3:28])([CH3:27])[C:24]([CH3:30])([CH3:29])[O:23]2)[O:26][C:25]([CH3:28])([CH3:27])[C:24]([CH3:30])([CH3:29])[O:23]1.CC([O-])=O.[K+], predict the reaction product. The product is: [CH3:29][C:24]1([CH3:30])[C:25]([CH3:28])([CH3:27])[O:26][B:22]([C:2]2[CH:7]=[CH:6][C:5]([S:8][C:9]3[N:13]([CH2:14][O:15][CH2:16][CH2:17][Si:18]([CH3:21])([CH3:20])[CH3:19])[N:12]=[N:11][CH:10]=3)=[CH:4][CH:3]=2)[O:23]1. (5) Given the reactants [O:1]=[C:2]1[C:11]2[CH:12]=[CH:13][C:14]([NH:16][CH2:17][C:18]3[CH:19]=[C:20]([CH:23]=[CH:24][CH:25]=3)[C:21]#[N:22])=[CH:15][C:10]=2[C:9]2[C:4](=[N:5][CH:6]=[CH:7][CH:8]=2)[NH:3]1.[OH-:26].[Na+], predict the reaction product. The product is: [O:1]=[C:2]1[C:11]2[CH:12]=[CH:13][C:14]([NH:16][CH2:17][C:18]3[CH:19]=[C:20]([CH:23]=[CH:24][CH:25]=3)[C:21]([NH2:22])=[O:26])=[CH:15][C:10]=2[C:9]2[C:4](=[N:5][CH:6]=[CH:7][CH:8]=2)[NH:3]1. (6) Given the reactants [Cl:1][C:2]1[CH:13]=[C:12]([O:14]CC2C=CC=CC=2)[CH:11]=[C:10]([Cl:22])[C:3]=1[O:4][CH2:5][CH2:6][CH2:7][CH2:8][OH:9].[H][H], predict the reaction product. The product is: [Cl:1][C:2]1[CH:13]=[C:12]([OH:14])[CH:11]=[C:10]([Cl:22])[C:3]=1[O:4][CH2:5][CH2:6][CH2:7][CH2:8][OH:9].